From a dataset of Peptide-MHC class II binding affinity with 134,281 pairs from IEDB. Regression. Given a peptide amino acid sequence and an MHC pseudo amino acid sequence, predict their binding affinity value. This is MHC class II binding data. The peptide sequence is CTNAKVTAKGVSEAN. The MHC is HLA-DQA10401-DQB10402 with pseudo-sequence HLA-DQA10401-DQB10402. The binding affinity (normalized) is 0.159.